Dataset: Forward reaction prediction with 1.9M reactions from USPTO patents (1976-2016). Task: Predict the product of the given reaction. (1) Given the reactants [Cl:1][C:2]1[CH:14]=[C:13]([Cl:15])[C:12]([O:16][C:17]2[N:21]([CH3:22])[N:20]=[C:19]([CH2:23][O:24][CH3:25])[C:18]=2[CH:26]=[CH2:27])=[CH:11][C:3]=1[O:4][C@@H:5]([CH3:10])[C:6]([O:8]C)=[O:7].O.[OH-].[Li+].Cl, predict the reaction product. The product is: [Cl:1][C:2]1[CH:14]=[C:13]([Cl:15])[C:12]([O:16][C:17]2[N:21]([CH3:22])[N:20]=[C:19]([CH2:23][O:24][CH3:25])[C:18]=2[CH:26]=[CH2:27])=[CH:11][C:3]=1[O:4][C@@H:5]([CH3:10])[C:6]([OH:8])=[O:7]. (2) Given the reactants [C:1]([C:3]1[N:4]=[C:5]([C:32]2[C:37]([F:38])=[CH:36][CH:35]=[CH:34][C:33]=2[F:39])[O:6][C:7]=1[NH:8][C:9]1[CH:31]=[CH:30][C:12]([C:13]([NH:15][CH2:16][CH:17]2[CH2:22][CH2:21][N:20](C(OC(C)(C)C)=O)[CH2:19][CH2:18]2)=[O:14])=[CH:11][CH:10]=1)#[N:2].C(=O)(O)[O-:41].[Na+].[OH-].[Na+], predict the reaction product. The product is: [NH:20]1[CH2:19][CH2:18][CH:17]([CH2:16][NH:15][C:13]([C:12]2[CH:30]=[CH:31][C:9]([NH:8][C:7]3[O:6][C:5]([C:32]4[C:37]([F:38])=[CH:36][CH:35]=[CH:34][C:33]=4[F:39])=[N:4][C:3]=3[C:1]([NH2:2])=[O:41])=[CH:10][CH:11]=2)=[O:14])[CH2:22][CH2:21]1. (3) The product is: [Br:1][C:2]1[CH:3]=[C:4]([N:8]2[CH2:13][CH2:12][CH:11]([C:14]([N:23]([CH3:24])[CH3:22])=[O:16])[CH2:10][CH2:9]2)[CH:5]=[CH:6][CH:7]=1. Given the reactants [Br:1][C:2]1[CH:3]=[C:4]([N:8]2[CH2:13][CH2:12][CH:11]([C:14]([OH:16])=O)[CH2:10][CH2:9]2)[CH:5]=[CH:6][CH:7]=1.S(Cl)(Cl)=O.Cl.[CH3:22][NH:23][CH3:24].C(N(CC)CC)C, predict the reaction product. (4) Given the reactants [F:1][C:2]1[CH:3]=[C:4]([C:9]2[O:10][C:11]3[CH:17]=[C:16]([O:18][CH2:19][C@@H:20]([NH:22][C:23](=[O:25])[CH3:24])[CH3:21])[CH:15]=[CH:14][C:12]=3[N:13]=2)[CH:5]=[CH:6][C:7]=1[OH:8].Br[CH2:27][CH2:28][OH:29], predict the reaction product. The product is: [F:1][C:2]1[CH:3]=[C:4]([C:9]2[O:10][C:11]3[CH:17]=[C:16]([O:18][CH2:19][C@@H:20]([NH:22][C:23](=[O:25])[CH3:24])[CH3:21])[CH:15]=[CH:14][C:12]=3[N:13]=2)[CH:5]=[CH:6][C:7]=1[O:8][CH2:27][CH2:28][OH:29]. (5) Given the reactants [OH:1][C@H:2]1[CH2:6][CH2:5][NH:4][C@@H:3]1[C:7]([OH:9])=[O:8].C(=O)(O)[O-].[Na+].O1CCOCC1.[C:21]([O:25][C:26](O[C:26]([O:25][C:21]([CH3:24])([CH3:23])[CH3:22])=[O:27])=[O:27])([CH3:24])([CH3:23])[CH3:22], predict the reaction product. The product is: [C:21]([O:25][C:26]([N:4]1[CH2:5][CH2:6][C@H:2]([OH:1])[C@H:3]1[C:7]([OH:9])=[O:8])=[O:27])([CH3:24])([CH3:23])[CH3:22]. (6) Given the reactants [NH:1]1[CH2:6][CH2:5][O:4][C:3]2[N:7]=[CH:8][C:9]([C:11]3[N:12]=[C:13]([NH:20][C:21]4[CH:26]=[CH:25][C:24]([N:27]5[CH2:32][CH2:31][N:30](C(OC(C)(C)C)=O)[CH2:29][CH2:28]5)=[C:23]([O:40][CH3:41])[CH:22]=4)[C:14]4[N:15]([CH:17]=[CH:18][N:19]=4)[CH:16]=3)=[CH:10][C:2]1=2.FC(F)(F)C(O)=O.C(=O)(O)[O-].[Na+], predict the reaction product. The product is: [NH:1]1[CH2:6][CH2:5][O:4][C:3]2[N:7]=[CH:8][C:9]([C:11]3[N:12]=[C:13]([NH:20][C:21]4[CH:26]=[CH:25][C:24]([N:27]5[CH2:28][CH2:29][NH:30][CH2:31][CH2:32]5)=[C:23]([O:40][CH3:41])[CH:22]=4)[C:14]4[N:15]([CH:17]=[CH:18][N:19]=4)[CH:16]=3)=[CH:10][C:2]1=2.